Predict the reactants needed to synthesize the given product. From a dataset of Full USPTO retrosynthesis dataset with 1.9M reactions from patents (1976-2016). (1) Given the product [Cl:39][C:24]1[C:25]([NH:27][C:28]2[C:37]([F:38])=[CH:36][CH:35]=[CH:34][C:29]=2[C:30]([NH:32][CH3:33])=[O:31])=[N:26][C:21]([NH:1][C:2]2[CH:19]=[CH:18][C:5]3[CH2:6][CH2:7][N:8]([CH2:11][C@@H:12]([OH:17])[C:13]([F:16])([F:14])[F:15])[CH2:9][CH2:10][C:4]=3[CH:3]=2)=[N:22][CH:23]=1, predict the reactants needed to synthesize it. The reactants are: [NH2:1][C:2]1[CH:19]=[CH:18][C:5]2[CH2:6][CH2:7][N:8]([CH2:11][C@@H:12]([OH:17])[C:13]([F:16])([F:15])[F:14])[CH2:9][CH2:10][C:4]=2[CH:3]=1.Cl[C:21]1[N:26]=[C:25]([NH:27][C:28]2[C:37]([F:38])=[CH:36][CH:35]=[CH:34][C:29]=2[C:30]([NH:32][CH3:33])=[O:31])[C:24]([Cl:39])=[CH:23][N:22]=1. (2) Given the product [C:8]([O:12][C:13]([N:15]1[CH2:4][C:1]([CH2:2][CH3:3])([C:5]([OH:7])=[O:6])[CH2:16]1)=[O:14])([CH3:11])([CH3:10])[CH3:9], predict the reactants needed to synthesize it. The reactants are: [CH:1]1([C:5]([O-:7])=[O:6])[CH2:4][CH2:3][CH2:2]1.[C:8]([O:12][C:13]([N:15]1CC(C(OC)=O)[CH2:16]1)=[O:14])([CH3:11])([CH3:10])[CH3:9]. (3) Given the product [N+:20]([C:15]1[CH:16]=[CH:17][CH:18]=[CH:19][C:14]=1[S:1][C:2]1[CH:10]=[CH:9][CH:8]=[CH:7][C:3]=1[C:4]([O:6][CH3:23])=[O:5])([O-:22])=[O:21], predict the reactants needed to synthesize it. The reactants are: [SH:1][C:2]1[CH:10]=[CH:9][CH:8]=[CH:7][C:3]=1[C:4]([OH:6])=[O:5].[H-].[Na+].F[C:14]1[CH:19]=[CH:18][CH:17]=[CH:16][C:15]=1[N+:20]([O-:22])=[O:21].[CH3:23]I. (4) Given the product [CH3:2][N:6]1[CH:10]=[C:9]([C:13]2[CH:14]=[CH:15][C:16]3[N:17]([C:19]([CH2:22][C:24]4[CH:25]=[C:26]5[C:31](=[CH:32][C:33]=4[C:34]([F:37])([F:35])[F:36])[N:30]=[CH:29][CH:28]=[CH:27]5)=[CH:20][N:21]=3)[N:18]=2)[CH:8]=[N:7]1, predict the reactants needed to synthesize it. The reactants are: Br[C:2]1[N:6]2[N:7]=[C:8](Cl)[CH:9]=[CH:10]C2=NC=1.Cl[C:13]1[CH:14]=[CH:15][C:16]2[N:17]([C:19]([CH:22]([C:24]3[CH:25]=[C:26]4[C:31](=[CH:32][C:33]=3[C:34]([F:37])([F:36])[F:35])[N:30]=[CH:29][CH:28]=[CH:27]4)O)=[CH:20][N:21]=2)[N:18]=1.C([Mg]Br)C.FC(F)(F)C1C=C2C(C=CC=N2)=CC=1C=O. (5) The reactants are: Br[C:2]1[C:10]2[C:9]([NH:11][C@H:12]([C:14]3[N:19]([C:20]4[CH:25]=[CH:24][CH:23]=[CH:22][CH:21]=4)[C:18](=[O:26])[C:17]4=[C:27]([CH3:30])[CH:28]=[CH:29][N:16]4[N:15]=3)[CH3:13])=[N:8][CH:7]=[N:6][C:5]=2[N:4]([CH2:31][O:32][CH2:33][CH2:34][Si:35]([CH3:38])([CH3:37])[CH3:36])[CH:3]=1.[NH:39]1[C:47]2[C:42](=[CH:43][CH:44]=[CH:45][C:46]=2B(O)O)[CH:41]=[CH:40]1.C(=O)([O-])[O-].[Na+].[Na+]. Given the product [NH:39]1[C:47]2[C:42](=[CH:43][CH:44]=[CH:45][C:46]=2[C:2]2[C:10]3[C:9]([NH:11][C@H:12]([C:14]4[N:19]([C:20]5[CH:25]=[CH:24][CH:23]=[CH:22][CH:21]=5)[C:18](=[O:26])[C:17]5=[C:27]([CH3:30])[CH:28]=[CH:29][N:16]5[N:15]=4)[CH3:13])=[N:8][CH:7]=[N:6][C:5]=3[N:4]([CH2:31][O:32][CH2:33][CH2:34][Si:35]([CH3:38])([CH3:37])[CH3:36])[CH:3]=2)[CH:41]=[CH:40]1, predict the reactants needed to synthesize it. (6) Given the product [C:15]1([C:23]2[CH:24]=[CH:25][CH:26]=[CH:27][CH:28]=2)[CH:20]=[CH:19][CH:18]=[C:17]([CH2:21][N:12]2[CH2:11][CH2:10][N:9]([C:3]3[CH:4]=[C:5]([CH3:8])[CH:6]=[CH:7][C:2]=3[CH3:1])[CH2:14][CH2:13]2)[CH:16]=1, predict the reactants needed to synthesize it. The reactants are: [CH3:1][C:2]1[CH:7]=[CH:6][C:5]([CH3:8])=[CH:4][C:3]=1[N:9]1[CH2:14][CH2:13][NH:12][CH2:11][CH2:10]1.[C:15]1([C:23]2[CH:28]=[CH:27][CH:26]=[CH:25][CH:24]=2)[CH:20]=[CH:19][CH:18]=[C:17]([CH:21]=O)[CH:16]=1.[BH-](OC(C)=O)(OC(C)=O)OC(C)=O.[Na+].C1(C2C=CC=CC=2)C=CC=CC=1CN1CCN(C2C=CC=CC=2)CC1. (7) Given the product [CH2:35]([N:34]([CH2:32][CH3:33])[C:11](=[O:13])[CH2:10][C:9]1[C:8]2[CH:14]=[C:15]([O:18][CH3:19])[CH:16]=[CH:17][C:7]=2[O:6][C:5]=1[C:3](=[O:4])[C:2]([CH3:21])([CH3:20])[CH3:1])[CH2:36][CH2:37][CH3:38], predict the reactants needed to synthesize it. The reactants are: [CH3:1][C:2]([CH3:21])([CH3:20])[C:3]([C:5]1[O:6][C:7]2[CH:17]=[CH:16][C:15]([O:18][CH3:19])=[CH:14][C:8]=2[C:9]=1[CH2:10][C:11]([OH:13])=O)=[O:4].C1C=CC2N(O)N=NC=2C=1.[CH2:32]([NH:34][CH2:35][CH2:36][CH2:37][CH3:38])[CH3:33].CCN(C(C)C)C(C)C.